This data is from NCI-60 drug combinations with 297,098 pairs across 59 cell lines. The task is: Regression. Given two drug SMILES strings and cell line genomic features, predict the synergy score measuring deviation from expected non-interaction effect. Drug 1: C1CN1C2=NC(=NC(=N2)N3CC3)N4CC4. Drug 2: CCC1(C2=C(COC1=O)C(=O)N3CC4=CC5=C(C=CC(=C5CN(C)C)O)N=C4C3=C2)O.Cl. Cell line: SK-MEL-5. Synergy scores: CSS=52.5, Synergy_ZIP=-0.261, Synergy_Bliss=-1.71, Synergy_Loewe=-2.16, Synergy_HSA=2.51.